From a dataset of Full USPTO retrosynthesis dataset with 1.9M reactions from patents (1976-2016). Predict the reactants needed to synthesize the given product. (1) Given the product [CH2:19]1[C:27]2[C:22](=[CH:23][C:24]([NH:28][C:29]([NH:18][C:10]3[CH:9]=[CH:8][C:13]([S:14]([NH2:17])(=[O:15])=[O:16])=[CH:12][CH:11]=3)=[O:30])=[CH:25][CH:26]=2)[CH2:21][CH2:20]1, predict the reactants needed to synthesize it. The reactants are: NC1C=CC([C:8]2[C:13]([S:14]([NH2:17])(=[O:16])=[O:15])=[CH:12][CH:11]=[C:10]([NH2:18])[CH:9]=2)=CC=1.[CH2:19]1[C:27]2[C:22](=[CH:23][C:24]([N:28]=[C:29]=[O:30])=[CH:25][CH:26]=2)[CH2:21][CH2:20]1.[K+].[Br-].NC(N)=O. (2) Given the product [F:12][C:13]([F:32])([F:31])[S:14]([O:46][C:40]1[CH:39]=[C:38]([CH2:37][S:34]([CH3:33])(=[O:36])=[O:35])[N:43]=[C:42]([S:44][CH3:45])[N:41]=1)(=[O:16])=[O:15], predict the reactants needed to synthesize it. The reactants are: C1CCN2C(=NCCC2)CC1.[F:12][C:13]([F:32])([F:31])[S:14](N(C1C=CC=CC=1)[S:14]([C:13]([F:32])([F:31])[F:12])(=[O:16])=[O:15])(=[O:16])=[O:15].[CH3:33][S:34]([CH2:37][C:38]1[N:43]=[C:42]([S:44][CH3:45])[N:41]=[C:40]([OH:46])[CH:39]=1)(=[O:36])=[O:35].